This data is from Full USPTO retrosynthesis dataset with 1.9M reactions from patents (1976-2016). The task is: Predict the reactants needed to synthesize the given product. (1) Given the product [Cl:1][C:2]1[CH:3]=[C:4](/[C:12](=[N:16]\[O:17][CH:18]2[CH2:22][CH2:21][CH2:20][CH2:19]2)/[C:13]([NH:28][C:25]2[CH:26]=[CH:27][O:23][N:24]=2)=[O:15])[CH:5]=[CH:6][C:7]=1[S:8]([CH3:11])(=[O:9])=[O:10], predict the reactants needed to synthesize it. The reactants are: [Cl:1][C:2]1[CH:3]=[C:4](/[C:12](=[N:16]\[O:17][CH:18]2[CH2:22][CH2:21][CH2:20][CH2:19]2)/[C:13]([OH:15])=O)[CH:5]=[CH:6][C:7]=1[S:8]([CH3:11])(=[O:10])=[O:9].[O:23]1[CH:27]=[CH:26][C:25]([NH2:28])=[N:24]1.C(N(CC)C(C)C)(C)C. (2) The reactants are: [O:1]=[C:2]1[N:23]([CH2:24][O:25][CH2:26][CH2:27][Si:28]([CH3:31])([CH3:30])[CH3:29])[C:5]2=[N:6][CH:7]=[C:8]([Sn](CCCC)(CCCC)CCCC)[CH:9]=[C:4]2[C@@:3]21[CH2:44][C:34]1=[N:35][CH:36]=[C:37]([C:39]([O:41][CH2:42][CH3:43])=[O:40])[CH:38]=[C:33]1[CH2:32]2.C(=O)(O)[O-].[Na+].[B-](F)(F)(F)[F:51].[B-](F)(F)(F)F.C1[N+]2(CCl)CC[N+](F)(CC2)C1.FC(F)(F)S([O-])(=O)=O.[Na+].CO. Given the product [F:51][C:8]1[CH:9]=[C:4]2[C@:3]3([CH2:44][C:34]4=[N:35][CH:36]=[C:37]([C:39]([O:41][CH2:42][CH3:43])=[O:40])[CH:38]=[C:33]4[CH2:32]3)[C:2](=[O:1])[N:23]([CH2:24][O:25][CH2:26][CH2:27][Si:28]([CH3:31])([CH3:30])[CH3:29])[C:5]2=[N:6][CH:7]=1, predict the reactants needed to synthesize it. (3) Given the product [CH2:1]([N:7]([CH2:23][C:22]1[CH:25]=[CH:26][CH:27]=[C:20]([N+:17]([O-:19])=[O:18])[CH:21]=1)[CH2:8][CH2:9][OH:10])[CH2:2][CH2:3][CH2:4][CH2:5][CH3:6], predict the reactants needed to synthesize it. The reactants are: [CH2:1]([NH:7][CH2:8][CH2:9][OH:10])[CH2:2][CH2:3][CH2:4][CH2:5][CH3:6].C(=O)([O-])[O-].[K+].[K+].[N+:17]([C:20]1[CH:21]=[C:22]([CH:25]=[CH:26][CH:27]=1)[CH2:23]Cl)([O-:19])=[O:18].